Dataset: Reaction yield outcomes from USPTO patents with 853,638 reactions. Task: Predict the reaction yield, written as a fraction of the theoretical maximum amount of product (1.0 means a 100% yield; for example, 0.34 means a 34% yield). (1) The reactants are C(OC(C1(CCCBr)CCC1)=O)C.C([O:16][C:17]([C:19]1([CH2:23][CH2:24][CH2:25][S:26][CH3:27])[CH2:22][CH2:21][CH2:20]1)=[O:18])C. No catalyst specified. The product is [CH3:27][S:26][CH2:25][CH2:24][CH2:23][C:19]1([C:17]([OH:18])=[O:16])[CH2:22][CH2:21][CH2:20]1. The yield is 0.160. (2) The reactants are C1(C)C=CC(S(Cl)(=O)=O)=CC=1.[Cl:12][C:13]1[CH:27]=[CH:26][C:16]([C:17]([NH:19][CH:20]2[CH2:25][CH2:24][O:23][CH2:22][CH2:21]2)=[O:18])=[C:15]([CH2:28][CH2:29]O)[CH:14]=1.C(N(CC)CC)C.CO. The catalyst is C(Cl)Cl.CN(C1C=CN=CC=1)C. The product is [Cl:12][C:13]1[CH:14]=[C:15]2[C:16](=[CH:26][CH:27]=1)[C:17](=[O:18])[N:19]([CH:20]1[CH2:21][CH2:22][O:23][CH2:24][CH2:25]1)[CH2:29][CH2:28]2. The yield is 0.100.